Dataset: Forward reaction prediction with 1.9M reactions from USPTO patents (1976-2016). Task: Predict the product of the given reaction. Given the reactants [Si:1]([O:8][C@:9]12[C:16](=[O:17])[O:15][C@H:13]([CH2:14]1)[C@H:12]([O:18][Si:19]([C:22]([CH3:25])([CH3:24])[CH3:23])([CH3:21])[CH3:20])[C@H:11]([OH:26])[CH2:10]2)([C:4]([CH3:7])([CH3:6])[CH3:5])([CH3:3])[CH3:2].[Cr](O[Cr]([O-])(=O)=O)([O-])(=O)=O.[NH+]1C=CC=CC=1.[NH+]1C=CC=CC=1, predict the reaction product. The product is: [Si:1]([O:8][C@@:9]12[C:16](=[O:17])[O:15][C@H:13]([CH2:14]1)[C@H:12]([O:18][Si:19]([C:22]([CH3:25])([CH3:24])[CH3:23])([CH3:20])[CH3:21])[C:11](=[O:26])[CH2:10]2)([C:4]([CH3:7])([CH3:6])[CH3:5])([CH3:3])[CH3:2].